Task: Predict the product of the given reaction.. Dataset: Forward reaction prediction with 1.9M reactions from USPTO patents (1976-2016) Given the reactants [Cl:1][C:2]1[C:7]([S:8](=[O:21])(=[O:20])[NH:9][C:10]2[CH:11]=[CH:12][C:13]3[CH2:17][O:16][B:15]([OH:18])[C:14]=3[CH:19]=2)=[CH:6][N:5]=[C:4]([NH:22]C(=O)C)[CH:3]=1, predict the reaction product. The product is: [NH2:22][C:4]1[N:5]=[CH:6][C:7]([S:8]([NH:9][C:10]2[CH:11]=[CH:12][C:13]3[CH2:17][O:16][B:15]([OH:18])[C:14]=3[CH:19]=2)(=[O:21])=[O:20])=[C:2]([Cl:1])[CH:3]=1.